This data is from NCI-60 drug combinations with 297,098 pairs across 59 cell lines. The task is: Regression. Given two drug SMILES strings and cell line genomic features, predict the synergy score measuring deviation from expected non-interaction effect. (1) Drug 1: CC1=C(C(=CC=C1)Cl)NC(=O)C2=CN=C(S2)NC3=CC(=NC(=N3)C)N4CCN(CC4)CCO. Drug 2: CC1CCC2CC(C(=CC=CC=CC(CC(C(=O)C(C(C(=CC(C(=O)CC(OC(=O)C3CCCCN3C(=O)C(=O)C1(O2)O)C(C)CC4CCC(C(C4)OC)OCCO)C)C)O)OC)C)C)C)OC. Cell line: MCF7. Synergy scores: CSS=3.11, Synergy_ZIP=-2.51, Synergy_Bliss=-3.18, Synergy_Loewe=-2.75, Synergy_HSA=-2.29. (2) Drug 1: CC1C(C(CC(O1)OC2CC(CC3=C2C(=C4C(=C3O)C(=O)C5=C(C4=O)C(=CC=C5)OC)O)(C(=O)CO)O)N)O. Drug 2: CCN(CC)CCNC(=O)C1=C(NC(=C1C)C=C2C3=C(C=CC(=C3)F)NC2=O)C. Cell line: HCT116. Synergy scores: CSS=77.5, Synergy_ZIP=-0.499, Synergy_Bliss=-1.82, Synergy_Loewe=-4.80, Synergy_HSA=4.38. (3) Drug 1: CC1=CC2C(CCC3(C2CCC3(C(=O)C)OC(=O)C)C)C4(C1=CC(=O)CC4)C. Drug 2: CC12CCC3C(C1CCC2OP(=O)(O)O)CCC4=C3C=CC(=C4)OC(=O)N(CCCl)CCCl.[Na+]. Cell line: UACC-257. Synergy scores: CSS=-2.85, Synergy_ZIP=-3.35, Synergy_Bliss=-9.26, Synergy_Loewe=-18.2, Synergy_HSA=-11.7. (4) Drug 1: C1CC(=O)NC(=O)C1N2CC3=C(C2=O)C=CC=C3N. Drug 2: CC1CCC2CC(C(=CC=CC=CC(CC(C(=O)C(C(C(=CC(C(=O)CC(OC(=O)C3CCCCN3C(=O)C(=O)C1(O2)O)C(C)CC4CCC(C(C4)OC)O)C)C)O)OC)C)C)C)OC. Cell line: LOX IMVI. Synergy scores: CSS=6.16, Synergy_ZIP=-8.87, Synergy_Bliss=-9.05, Synergy_Loewe=-11.4, Synergy_HSA=-5.98. (5) Drug 1: C1=CC=C(C(=C1)C(C2=CC=C(C=C2)Cl)C(Cl)Cl)Cl. Drug 2: C(CN)CNCCSP(=O)(O)O. Cell line: SK-OV-3. Synergy scores: CSS=0.456, Synergy_ZIP=1.85, Synergy_Bliss=3.68, Synergy_Loewe=1.37, Synergy_HSA=1.18. (6) Drug 1: C1C(C(OC1N2C=C(C(=O)NC2=O)F)CO)O. Drug 2: C1=NC(=NC(=O)N1C2C(C(C(O2)CO)O)O)N. Cell line: EKVX. Synergy scores: CSS=0.0780, Synergy_ZIP=2.02, Synergy_Bliss=1.69, Synergy_Loewe=-3.00, Synergy_HSA=-2.99. (7) Drug 1: CN(CCCl)CCCl.Cl. Cell line: SF-295. Synergy scores: CSS=52.4, Synergy_ZIP=-2.23, Synergy_Bliss=4.50, Synergy_Loewe=-2.27, Synergy_HSA=5.50. Drug 2: N.N.Cl[Pt+2]Cl. (8) Drug 1: CC1=C(C=C(C=C1)NC2=NC=CC(=N2)N(C)C3=CC4=NN(C(=C4C=C3)C)C)S(=O)(=O)N.Cl. Drug 2: CC1=CC=C(C=C1)C2=CC(=NN2C3=CC=C(C=C3)S(=O)(=O)N)C(F)(F)F. Cell line: UACC-257. Synergy scores: CSS=10.3, Synergy_ZIP=0.268, Synergy_Bliss=5.15, Synergy_Loewe=4.45, Synergy_HSA=4.27. (9) Drug 1: C1=NC2=C(N=C(N=C2N1C3C(C(C(O3)CO)O)F)Cl)N. Drug 2: CC1C(C(CC(O1)OC2CC(CC3=C2C(=C4C(=C3O)C(=O)C5=CC=CC=C5C4=O)O)(C(=O)C)O)N)O. Cell line: PC-3. Synergy scores: CSS=55.1, Synergy_ZIP=-5.04, Synergy_Bliss=-3.95, Synergy_Loewe=-0.270, Synergy_HSA=1.44.